From a dataset of Forward reaction prediction with 1.9M reactions from USPTO patents (1976-2016). Predict the product of the given reaction. (1) Given the reactants [CH:1]([C:4]1[CH:9]=[CH:8][C:7](/[CH:10]=[CH:11]/[C:12](OCC)=[O:13])=[CH:6][CH:5]=1)([CH3:3])[CH3:2].[H-].[Al+3].[Li+].[H-].[H-].[H-].O, predict the reaction product. The product is: [CH:1]([C:4]1[CH:5]=[CH:6][C:7](/[CH:10]=[CH:11]/[CH2:12][OH:13])=[CH:8][CH:9]=1)([CH3:3])[CH3:2]. (2) The product is: [CH3:1][C:2]1([C:9]([OH:11])=[O:10])[CH2:7][C:6](=[O:8])[CH2:5][CH2:4][O:3]1. Given the reactants [CH3:1][C:2]1([C:9]([OH:11])=[O:10])[CH2:7][C:6](=[O:8])[CH:5]=[CH:4][O:3]1, predict the reaction product.